This data is from Reaction yield outcomes from USPTO patents with 853,638 reactions. The task is: Predict the reaction yield, written as a fraction of the theoretical maximum amount of product (1.0 means a 100% yield; for example, 0.34 means a 34% yield). The reactants are CS(O[CH2:6][CH2:7][C:8]1[CH:9]=[N:10][N:11]([C:22]2[CH:27]=[C:26]([C:28]#[N:29])[CH:25]=[CH:24][N:23]=2)[C:12]=1[O:13][CH2:14][C:15]1[CH:20]=[CH:19][C:18]([F:21])=[CH:17][CH:16]=1)(=O)=O.Cl.[CH3:31][NH:32][CH3:33].C([O-])([O-])=O.[K+].[K+]. The catalyst is C(#N)C. The product is [CH3:31][N:32]([CH3:33])[CH2:6][CH2:7][C:8]1[CH:9]=[N:10][N:11]([C:22]2[CH:27]=[C:26]([C:28]#[N:29])[CH:25]=[CH:24][N:23]=2)[C:12]=1[O:13][CH2:14][C:15]1[CH:20]=[CH:19][C:18]([F:21])=[CH:17][CH:16]=1. The yield is 0.440.